From a dataset of Reaction yield outcomes from USPTO patents with 853,638 reactions. Predict the reaction yield, written as a fraction of the theoretical maximum amount of product (1.0 means a 100% yield; for example, 0.34 means a 34% yield). (1) The reactants are [Cl:1][C:2]1[CH:3]=[N+:4]([O-:14])[C:5]2[C:10]([CH:11]=1)=[CH:9][C:8]([CH2:12]Cl)=[CH:7][CH:6]=2.C[Sn](C)(C)[C:17]1[CH:18]=[C:19]([CH:24]=[CH:25][N:26]=1)[C:20]([O:22][CH3:23])=[O:21]. The catalyst is O1CCOCC1.Cl[Pd](Cl)([P](C1C=CC=CC=1)(C1C=CC=CC=1)C1C=CC=CC=1)[P](C1C=CC=CC=1)(C1C=CC=CC=1)C1C=CC=CC=1. The product is [Cl:1][C:2]1[CH:3]=[N+:4]([O-:14])[C:5]2[C:10]([CH:11]=1)=[CH:9][C:8]([CH2:12][C:17]1[CH:18]=[C:19]([C:20]([O:22][CH3:23])=[O:21])[CH:24]=[CH:25][N:26]=1)=[CH:7][CH:6]=2. The yield is 0.360. (2) The reactants are [CH3:1][C:2]1[N:6]=[C:5]([C:7]2[N:8]=[C:9]3[N:19]([CH:20]=2)[CH2:18][CH2:17][O:16][C:15]2[C:10]3=[CH:11][CH:12]=[C:13]([C:21]3[CH:22]=[N:23][N:24]([CH3:32])[C:25]=3[CH:26]3[CH2:31][CH2:30][CH2:29][NH:28][CH2:27]3)[CH:14]=2)[N:4]([CH:33]([CH3:35])[CH3:34])[N:3]=1.Br[C:37]([CH3:44])([CH3:43])[C:38](OCC)=[O:39].O.CC#[N:48]. No catalyst specified. The product is [CH:33]([N:4]1[C:5]([C:7]2[N:8]=[C:9]3[C:10]4[CH:11]=[CH:12][C:13]([C:21]5[CH:22]=[N:23][N:24]([CH3:32])[C:25]=5[CH:26]5[CH2:31][CH2:30][CH2:29][N:28]([C:37]([CH3:44])([CH3:43])[C:38]([NH2:48])=[O:39])[CH2:27]5)=[CH:14][C:15]=4[O:16][CH2:17][CH2:18][N:19]3[CH:20]=2)=[N:6][C:2]([CH3:1])=[N:3]1)([CH3:35])[CH3:34]. The yield is 0.300. (3) The reactants are F[C:2]1[N:7]2[CH:8]=[C:9]([CH2:11][N:12]([CH3:23])[CH:13]3[C:22]4[N:21]=[CH:20][CH:19]=[CH:18][C:17]=4[CH2:16][CH2:15][CH2:14]3)[N:10]=[C:6]2[CH:5]=[CH:4][CH:3]=1.[CH3:24][C:25]([O:28][C:29]([NH:31][CH:32]1[CH2:35][NH:34][CH2:33]1)=[O:30])([CH3:27])[CH3:26]. The catalyst is C(#N)C.ClCCl. The product is [CH3:23][N:12]([CH2:11][C:9]1[N:10]=[C:6]2[CH:5]=[CH:4][CH:3]=[C:2]([N:34]3[CH2:35][CH:32]([NH:31][C:29](=[O:30])[O:28][C:25]([CH3:26])([CH3:24])[CH3:27])[CH2:33]3)[N:7]2[CH:8]=1)[CH:13]1[C:22]2[N:21]=[CH:20][CH:19]=[CH:18][C:17]=2[CH2:16][CH2:15][CH2:14]1. The yield is 0.490. (4) The yield is 0.850. The catalyst is O1CCOCC1.C1C=CC(P(C2C=CC=CC=2)[C-]2C=CC=C2)=CC=1.C1C=CC(P(C2C=CC=CC=2)[C-]2C=CC=C2)=CC=1.Cl[Pd]Cl.[Fe+2].C1C=CC(P(C2C=CC=CC=2)[C-]2C=CC=C2)=CC=1.C1C=CC(P(C2C=CC=CC=2)[C-]2C=CC=C2)=CC=1.[Fe+2]. The reactants are [B:10]1([B:10]2[O:14][C:13]([CH3:16])([CH3:15])[C:12]([CH3:18])([CH3:17])[O:11]2)[O:14][C:13]([CH3:16])([CH3:15])[C:12]([CH3:18])([CH3:17])[O:11]1.CC([O-])=O.[K+].C(Cl)Cl.N#N.FC(F)(F)S(O[C:35]1[CH2:40][CH2:39][N:38]([C:41]([O:43][C:44]([CH3:47])([CH3:46])[CH3:45])=[O:42])[CH2:37][CH:36]=1)(=O)=O. The product is [CH3:16][C:13]1([CH3:15])[C:12]([CH3:17])([CH3:18])[O:11][B:10]([C:35]2[CH2:40][CH2:39][N:38]([C:41]([O:43][C:44]([CH3:47])([CH3:46])[CH3:45])=[O:42])[CH2:37][CH:36]=2)[O:14]1. (5) The reactants are [Cl-].[CH3:2][O:3][CH2:4][P+](C1C=CC=CC=1)(C1C=CC=CC=1)C1C=CC=CC=1.CC(C)([O-])C.[K+].[CH:30]([C:32]1[CH:41]=[CH:40][C:35]([C:36]([O:38][CH3:39])=[O:37])=[CH:34][CH:33]=1)=O. The catalyst is O1CCCC1. The product is [CH3:2][O:3][CH:4]=[CH:30][C:32]1[CH:41]=[CH:40][C:35]([C:36]([O:38][CH3:39])=[O:37])=[CH:34][CH:33]=1. The yield is 0.910. (6) The reactants are Cl[C:2]1[C:7]([C:8]([O:10][CH2:11][CH3:12])=[O:9])=[CH:6][N:5]=[C:4]([S:13][CH3:14])[N:3]=1.CC[N:17](CC)CC.N.O. The catalyst is C1COCC1. The product is [NH2:17][C:2]1[C:7]([C:8]([O:10][CH2:11][CH3:12])=[O:9])=[CH:6][N:5]=[C:4]([S:13][CH3:14])[N:3]=1. The yield is 0.970.